The task is: Predict the product of the given reaction.. This data is from Forward reaction prediction with 1.9M reactions from USPTO patents (1976-2016). (1) Given the reactants C(NC(C)C)(C)C.C([Li])CCC.[Li+].CC([N-]C(C)C)C.[CH2:21]([N:23]([CH2:34][CH3:35])[C:24](=[O:33])[C:25]1[CH:30]=[C:29]([F:31])[CH:28]=[CH:27][C:26]=1[CH3:32])[CH3:22].[CH2:36]([O:43][C:44]1[CH:55]=[CH:54][C:47]([C:48](N(OC)C)=[O:49])=[CH:46][CH:45]=1)[C:37]1[CH:42]=[CH:41][CH:40]=[CH:39][CH:38]=1.C(N)(=O)C1C=CC=CC=1, predict the reaction product. The product is: [CH2:36]([O:43][C:44]1[CH:45]=[CH:46][C:47]([C:48](=[O:49])[CH2:32][C:26]2[CH:27]=[CH:28][C:29]([F:31])=[CH:30][C:25]=2[C:24]([N:23]([CH2:21][CH3:22])[CH2:34][CH3:35])=[O:33])=[CH:54][CH:55]=1)[C:37]1[CH:38]=[CH:39][CH:40]=[CH:41][CH:42]=1. (2) Given the reactants C(O[CH:4]([O:13][CH2:14][CH3:15])[C:5]1[CH:6]=[C:7]([CH2:11][OH:12])[CH:8]=[CH:9][CH:10]=1)C.ClC1C=[CH:21][C:20]([C:23]([F:26])([F:25])[F:24])=[CH:19][N:18]=1.[H-].[Na+], predict the reaction product. The product is: [F:24][C:23]([F:26])([F:25])[C:20]1[CH:21]=[CH:15][C:14]([O:13][CH2:4][C:5]2[CH:6]=[C:7]([CH:8]=[CH:9][CH:10]=2)[CH:11]=[O:12])=[N:18][CH:19]=1. (3) Given the reactants [CH:1]1([C:4]2[CH:5]=[C:6]([C@@H:16]([CH2:41][C@H:42]3[CH2:46][CH2:45][C:44](=[O:47])[CH2:43]3)[C:17]([NH:19][C:20]3[CH:25]=[N:24][C:23]([O:26][CH2:27][C:28]([O:31]CC4C=CC(OC)=CC=4)([CH3:30])[CH3:29])=[CH:22][N:21]=3)=[O:18])[CH:7]=[CH:8][C:9]=2[S:10]([CH:13]2[CH2:15][CH2:14]2)(=[O:12])=[O:11])[CH2:3][CH2:2]1.ClC1C(=O)C(C#N)=C(C#N)C(=O)C=1Cl.ClCCl, predict the reaction product. The product is: [CH:1]1([C:4]2[CH:5]=[C:6]([C@@H:16]([CH2:41][C@H:42]3[CH2:46][CH2:45][C:44](=[O:47])[CH2:43]3)[C:17]([NH:19][C:20]3[CH:25]=[N:24][C:23]([O:26][CH2:27][C:28]([OH:31])([CH3:29])[CH3:30])=[CH:22][N:21]=3)=[O:18])[CH:7]=[CH:8][C:9]=2[S:10]([CH:13]2[CH2:15][CH2:14]2)(=[O:12])=[O:11])[CH2:3][CH2:2]1. (4) Given the reactants [H-].[Na+].C(O[CH:6]([O:10][CH2:11][CH3:12])[C:7]([NH2:9])=[O:8])C.[Br:13][C:14]1[C:18]([CH2:19]Br)=[CH:17][S:16][CH:15]=1.[I-].[Na+].C1[CH2:27][O:26][CH2:25]C1, predict the reaction product. The product is: [Br:13][C:14]1[C:18]([CH2:19][NH:9][C:7](=[O:8])[CH:6]([O:10][CH2:11][CH3:12])[CH2:25][O:26][CH3:27])=[CH:17][S:16][CH:15]=1.